Dataset: Forward reaction prediction with 1.9M reactions from USPTO patents (1976-2016). Task: Predict the product of the given reaction. (1) Given the reactants [F:1][C:2]([F:41])([F:40])[C:3]1[CH:4]=[C:5]([CH:13]([C:35]2[N:36]=[N:37][NH:38][N:39]=2)[N:14]2[C:23]3[C:18](=[CH:19][CH:20]=[C:21]([C:24]([F:27])([F:26])[F:25])[CH:22]=3)[N:17]([C:28]([O:30][CH2:31][CH3:32])=[O:29])[CH:16]([CH2:33][CH3:34])[CH2:15]2)[CH:6]=[C:7]([C:9]([F:12])([F:11])[F:10])[CH:8]=1.C(C1CNC2C(=CC=CC=2)N1)C.CCN(C(C)C)C(C)C.Br[CH2:64][C:65](OC)=[O:66], predict the reaction product. The product is: [CH2:31]([O:30][C:28]([N:17]1[C:18]2[C:23](=[CH:22][C:21]([C:24]([F:25])([F:26])[F:27])=[CH:20][CH:19]=2)[N:14]([CH:13]([C:5]2[CH:6]=[C:7]([C:9]([F:12])([F:11])[F:10])[CH:8]=[C:3]([C:2]([F:1])([F:40])[F:41])[CH:4]=2)[C:35]2[N:36]=[N:37][N:38]([CH2:64][CH2:65][OH:66])[N:39]=2)[CH2:15][CH:16]1[CH2:33][CH3:34])=[O:29])[CH3:32]. (2) Given the reactants [C:1]([O:5][C:6](=[O:16])[NH:7][C:8]1[CH:13]=[CH:12][C:11]([Cl:14])=[CH:10][C:9]=1[NH2:15])([CH3:4])([CH3:3])[CH3:2].C([O:21][C:22](=O)[CH2:23][C:24](=[O:37])[C:25]1[CH:30]=[CH:29][CH:28]=[C:27]([C:31]2[CH:36]=[CH:35][N:34]=[CH:33][CH:32]=2)[CH:26]=1)(C)(C)C, predict the reaction product. The product is: [C:1]([O:5][C:6](=[O:16])[NH:7][C:8]1[CH:13]=[CH:12][C:11]([Cl:14])=[CH:10][C:9]=1[NH:15][C:22](=[O:21])[CH2:23][C:24](=[O:37])[C:25]1[CH:30]=[CH:29][CH:28]=[C:27]([C:31]2[CH:32]=[CH:33][N:34]=[CH:35][CH:36]=2)[CH:26]=1)([CH3:4])([CH3:2])[CH3:3].